From a dataset of Full USPTO retrosynthesis dataset with 1.9M reactions from patents (1976-2016). Predict the reactants needed to synthesize the given product. (1) Given the product [Cl:17][C:18]1[CH:19]=[C:20]([CH:23]=[C:24]([F:26])[CH:25]=1)[CH2:21][NH:22][C:13]([C:10]1([OH:16])[CH2:11][CH2:12][N:8]([CH2:1][C:2]2[CH:3]=[CH:4][CH:5]=[CH:6][CH:7]=2)[CH2:9]1)=[O:15], predict the reactants needed to synthesize it. The reactants are: [CH2:1]([N:8]1[CH2:12][CH2:11][C:10]([OH:16])([C:13]([OH:15])=O)[CH2:9]1)[C:2]1[CH:7]=[CH:6][CH:5]=[CH:4][CH:3]=1.[Cl:17][C:18]1[CH:19]=[C:20]([CH:23]=[C:24]([F:26])[CH:25]=1)[CH2:21][NH2:22].CN1CCOCC1. (2) Given the product [CH2:1]([O:8][C:9]1[CH:10]=[C:11]2[C:12](=[CH:34][CH:35]=1)[C:13](=[O:14])[N:15]([C:16]1[CH:21]=[CH:20][C:19]([N:22]3[CH2:26][CH2:25][C@@H:24]([N:27]4[CH2:31][CH2:30][CH2:29][CH2:28]4)[CH2:23]3)=[C:18]([O:32][CH3:33])[CH:17]=1)[CH:37]=[CH:36]2)[C:2]1[CH:3]=[CH:4][CH:5]=[CH:6][CH:7]=1, predict the reactants needed to synthesize it. The reactants are: [CH2:1]([O:8][C:9]1[CH:35]=[CH:34][C:12]([C:13]([NH:15][C:16]2[CH:21]=[CH:20][C:19]([N:22]3[CH2:26][CH2:25][C@@H:24]([N:27]4[CH2:31][CH2:30][CH2:29][CH2:28]4)[CH2:23]3)=[C:18]([O:32][CH3:33])[CH:17]=2)=[O:14])=[C:11]([CH3:36])[CH:10]=1)[C:2]1[CH:7]=[CH:6][CH:5]=[CH:4][CH:3]=1.[CH:37](N1CCOCC1)=O. (3) Given the product [N:1]([CH2:2][CH:3]1[CH2:8][CH2:7][CH:6]([CH2:9][N:10]=[C:12]=[O:13])[CH2:5][CH2:4]1)=[C:17]=[O:11], predict the reactants needed to synthesize it. The reactants are: [NH2:1][CH2:2][CH:3]1[CH2:8][CH2:7][CH:6]([CH2:9][NH2:10])[CH2:5][CH2:4]1.[OH2:11].[C:12](Cl)(Cl)=[O:13].Cl[C:17]1C=CC=CC=1Cl. (4) The reactants are: [NH:1]1[CH2:10][C:9]2[C:4](=[CH:5][CH:6]=[CH:7][CH:8]=2)[CH2:3][C@@H:2]1[C:11]([OH:13])=[O:12].[N+:14]([O-])([O-:16])=[O:15].[K+].[NH4+].[OH-]. Given the product [N+:14]([C:7]1[CH:8]=[C:9]2[C:4]([CH2:3][C@H:2]([C:11]([OH:13])=[O:12])[NH:1][CH2:10]2)=[CH:5][CH:6]=1)([O-:16])=[O:15], predict the reactants needed to synthesize it. (5) Given the product [C:1]([C:5]1[CH:9]=[C:8]([CH2:10][O:11][C:12]2[CH:17]=[CH:16][CH:15]=[CH:14][CH:13]=2)[N:7]([CH2:18][C:19]2[CH:24]=[CH:23][C:22]([CH2:25][OH:26])=[CH:21][CH:20]=2)[N:6]=1)([CH3:4])([CH3:2])[CH3:3], predict the reactants needed to synthesize it. The reactants are: [C:1]([C:5]1[CH:9]=[C:8]([CH2:10][O:11][C:12]2[CH:17]=[CH:16][CH:15]=[CH:14][CH:13]=2)[N:7]([CH2:18][C:19]2[CH:24]=[CH:23][C:22]([CH2:25][O:26]COC)=[CH:21][CH:20]=2)[N:6]=1)([CH3:4])([CH3:3])[CH3:2].Cl.CO. (6) The reactants are: [C:1]([O:4][CH2:5][C:6]([CH3:36])([CH3:35])[CH2:7][N:8]1[C:14]2[CH:15]=[CH:16][C:17]([Cl:19])=[CH:18][C:13]=2[C@@H:12]([C:20]2[CH:25]=[CH:24][CH:23]=[C:22]([O:26][CH3:27])[C:21]=2[O:28][CH3:29])[O:11][C@H:10]([CH2:30][C:31](O)=[O:32])[C:9]1=[O:34])(=[O:3])[CH3:2].C([N:39](CC)CC)C.ClC(OCC(C)C)=O.N[C:53]1[S:54][C:55]([C:58]([O:60][CH2:61][CH3:62])=[O:59])=[CH:56][N:57]=1.N1C=CC=CC=1. Given the product [C:1]([O:4][CH2:5][C:6]([CH3:35])([CH3:36])[CH2:7][N:8]1[C:14]2[CH:15]=[CH:16][C:17]([Cl:19])=[CH:18][C:13]=2[C@@H:12]([C:20]2[CH:25]=[CH:24][CH:23]=[C:22]([O:26][CH3:27])[C:21]=2[O:28][CH3:29])[O:11][C@H:10]([CH2:30][C:31]([NH:39][C:55]2([C:58]([O:60][CH2:61][CH3:62])=[O:59])[S:54][CH2:53][N:57]=[CH:56]2)=[O:32])[C:9]1=[O:34])(=[O:3])[CH3:2], predict the reactants needed to synthesize it. (7) Given the product [CH3:28][N:9]1[C:10]([C:11](=[O:27])[NH:12][C:13]2[CH:14]=[CH:15][C:16]3[N:17]([N:19]=[C:20]([N:22]4[CH2:23][CH2:24][CH2:25][CH2:26]4)[N:21]=3)[CH:18]=2)=[C:6]([C:4]([OH:5])=[O:3])[CH:7]=[N:8]1, predict the reactants needed to synthesize it. The reactants are: C([O:3][C:4]([C:6]1[CH:7]=[N:8][N:9]([CH3:28])[C:10]=1[C:11](=[O:27])[NH:12][C:13]1[CH:14]=[CH:15][C:16]2[N:17]([N:19]=[C:20]([N:22]3[CH2:26][CH2:25][CH2:24][CH2:23]3)[N:21]=2)[CH:18]=1)=[O:5])C.CN1C(C(=O)NC2C=CC3N(N=C(N4CCOCC4)N=3)C=2)=C(C(O)=O)C=N1. (8) Given the product [C:8]([C:4]1[S:3][C:2]([NH:1][S:22]([C:12]2[C:21]3[C:16](=[CH:17][CH:18]=[CH:19][CH:20]=3)[CH:15]=[CH:14][CH:13]=2)(=[O:24])=[O:23])=[N:6][C:5]=1[CH3:7])([CH3:11])([CH3:10])[CH3:9], predict the reactants needed to synthesize it. The reactants are: [NH2:1][C:2]1[S:3][C:4]([C:8]([CH3:11])([CH3:10])[CH3:9])=[C:5]([CH3:7])[N:6]=1.[C:12]1([S:22](Cl)(=[O:24])=[O:23])[C:21]2[C:16](=[CH:17][CH:18]=[CH:19][CH:20]=2)[CH:15]=[CH:14][CH:13]=1.O.